From a dataset of Choline transporter screen with 302,306 compounds. Binary Classification. Given a drug SMILES string, predict its activity (active/inactive) in a high-throughput screening assay against a specified biological target. (1) The drug is S(c1ncccc1C(OC(C)C)=O)CC(=O)Nc1cc(OC)cc(OC)c1. The result is 0 (inactive). (2) The molecule is S(=O)(=O)(Nc1ccc(cc1)C(=O)Nc1ccc(cc1)C(OC)=O)c1c2ncccc2ccc1. The result is 0 (inactive). (3) The drug is Clc1c(ncc(Cl)c1Cl)C(OCC(=O)N1CCN(CC1)c1ccccc1)=O. The result is 0 (inactive). (4) The drug is S(=O)(=O)(N1CCOCC1)c1c(ccc(c1)C(=O)Nc1scnn1)C. The result is 0 (inactive). (5) The molecule is O1CCN(Cc2n3c(n(CCC(C)C)c(=O)c4c3cccc4)nn2)CC1. The result is 0 (inactive). (6) The compound is Fc1ccc(NC(=O)c2cc(N3C(=O)C4C5CC(C4C3=O)CC5)ccc2)cc1. The result is 0 (inactive). (7) The compound is O=C(N(c1c(n(CCCC)c(=O)[nH]c1=O)N)Cc1c(OC)cccc1)C(C)C. The result is 0 (inactive).